From a dataset of Forward reaction prediction with 1.9M reactions from USPTO patents (1976-2016). Predict the product of the given reaction. (1) Given the reactants [C:1]([O:5][C:6]([N:8]1[CH2:13][CH2:12][CH:11]([CH:14]2[O:23][C:17]3=[CH:18][N:19]=[C:20](Cl)[CH:21]=[C:16]3[CH2:15]2)[CH2:10][CH2:9]1)=[O:7])([CH3:4])([CH3:3])[CH3:2].C([Sn](CCCC)(CCCC)[C:29]1[CH:34]=[CH:33][N:32]=[N:31][CH:30]=1)CCC, predict the reaction product. The product is: [C:1]([O:5][C:6]([N:8]1[CH2:13][CH2:12][CH:11]([CH:14]2[O:23][C:17]3=[CH:18][N:19]=[C:20]([C:29]4[CH:34]=[CH:33][N:32]=[N:31][CH:30]=4)[CH:21]=[C:16]3[CH2:15]2)[CH2:10][CH2:9]1)=[O:7])([CH3:4])([CH3:3])[CH3:2]. (2) Given the reactants [F:1][C:2]1[CH:3]=[C:4]([C:8]2[CH:9]=[N:10][NH:11][C:12]=2[NH2:13])[CH:5]=[CH:6][CH:7]=1.[O:14]1[CH2:19][CH2:18][O:17][C:16]2[CH:20]=[C:21]([C:24](=O)[CH2:25][C:26](OCC)=[O:27])[CH:22]=[CH:23][C:15]1=2, predict the reaction product. The product is: [O:14]1[CH2:19][CH2:18][O:17][C:16]2[CH:20]=[C:21]([C:24]3[NH:13][C:12]4[N:11]([N:10]=[CH:9][C:8]=4[C:4]4[CH:5]=[CH:6][CH:7]=[C:2]([F:1])[CH:3]=4)[C:26](=[O:27])[CH:25]=3)[CH:22]=[CH:23][C:15]1=2. (3) Given the reactants [CH3:1][CH:2]1[CH2:4][CH:3]1[C:5]([OH:7])=O.CN(C)C=O.C(Cl)(=O)C(Cl)=O.Cl.[NH2:20][C:21]1[N:22]=[C:23]2[CH:28]=[CH:27][C:26]([O:29][C:30]3[CH:31]=[CH:32][C:33]([F:46])=[C:34]([NH:36][C:37]([C:39]4[N:43]([CH3:44])[N:42]=[C:41]([CH3:45])[CH:40]=4)=[O:38])[CH:35]=3)=[N:25][N:24]2[CH:47]=1, predict the reaction product. The product is: [F:46][C:33]1[CH:32]=[CH:31][C:30]([O:29][C:26]2[CH:27]=[CH:28][C:23]3[N:24]([CH:47]=[C:21]([NH:20][C:5]([CH:3]4[CH2:4][CH:2]4[CH3:1])=[O:7])[N:22]=3)[N:25]=2)=[CH:35][C:34]=1[NH:36][C:37]([C:39]1[N:43]([CH3:44])[N:42]=[C:41]([CH3:45])[CH:40]=1)=[O:38].